Predict which catalyst facilitates the given reaction. From a dataset of Catalyst prediction with 721,799 reactions and 888 catalyst types from USPTO. (1) Reactant: [CH:1]([C:4]1[CH:11]=[CH:10][C:7]([CH:8]=O)=[CH:6][CH:5]=1)([CH3:3])[CH3:2].[CH3:12][O:13][CH:14]([O:17][CH3:18])[CH2:15][NH2:16].O. Product: [CH:1]([C:4]1[CH:11]=[CH:10][C:7]([CH:8]=[N:16][CH2:15][CH:14]([O:17][CH3:18])[O:13][CH3:12])=[CH:6][CH:5]=1)([CH3:3])[CH3:2]. The catalyst class is: 11. (2) Reactant: C1C(O)=CC2C(CCN)=CNC=2C=1.[CH:14]1[C:19]([C@H:20]2[C@H:25]([CH2:26][O:27][C:28]3[CH:29]=[CH:30][C:31]4[O:36][CH2:35][O:34][C:32]=4[CH:33]=3)[CH2:24][NH:23][CH2:22][CH2:21]2)=[CH:18][CH:17]=[C:16]([F:37])[CH:15]=1. Product: [CH2:31]([OH:36])[CH:32]([OH:34])[CH3:33].[CH:18]1[C:19]([C@H:20]2[C@H:25]([CH2:26][O:27][C:28]3[CH:29]=[CH:30][C:31]4[O:36][CH2:35][O:34][C:32]=4[CH:33]=3)[CH2:24][NH:23][CH2:22][CH2:21]2)=[CH:14][CH:15]=[C:16]([F:37])[CH:17]=1. The catalyst class is: 6. (3) Reactant: C[O:2][CH:3](OC)[C:4]1[CH:5]=[C:6]([CH:10]=[CH:11][C:12]=1[O:13][CH3:14])[C:7](O)=[O:8].[Cl-].[NH4+].O.[N:20]1(O)C2C=CC=CC=2N=N1.Cl.CN(C)CCCN=C=NCC.C(N(CC)C(C)C)(C)C.Cl. Product: [CH:3]([C:4]1[CH:5]=[C:6]([CH:10]=[CH:11][C:12]=1[O:13][CH3:14])[C:7]([NH2:20])=[O:8])=[O:2]. The catalyst class is: 9. (4) Reactant: [CH2:1]([N:3]([CH2:6][C:7]1[S:11][C:10]([C:12]2[O:16][N:15]=[C:14]([C:17]3[CH:22]=[C:21]([CH3:23])[C:20]([OH:24])=[C:19]([CH2:25][CH3:26])[CH:18]=3)[N:13]=2)=[CH:9][C:8]=1[CH3:27])[CH2:4][CH3:5])[CH3:2].C([O-])([O-])=O.[K+].[K+].C([NH:41][CH2:42][CH2:43]Br)(OC(C)(C)C)=O. Product: [CH2:1]([N:3]([CH2:6][C:7]1[S:11][C:10]([C:12]2[O:16][N:15]=[C:14]([C:17]3[CH:22]=[C:21]([CH3:23])[C:20]([O:24][CH2:43][CH2:42][NH2:41])=[C:19]([CH2:25][CH3:26])[CH:18]=3)[N:13]=2)=[CH:9][C:8]=1[CH3:27])[CH2:4][CH3:5])[CH3:2]. The catalyst class is: 10. (5) Reactant: [CH3:1][CH:2]([CH:4]1[N:9]([CH2:10][C@H:11]2[CH2:16][NH:15][CH2:14][CH2:13][NH:12]2)[CH2:8][CH2:7][NH:6][C:5]1=[O:17])[CH3:3].C(N(CC)CC)C.[N+:25]([C:28]1[S:32][C:31]([S:33](Cl)(=[O:35])=[O:34])=[CH:30][CH:29]=1)([O-:27])=[O:26]. Product: [CH3:3][CH:2]([CH:4]1[N:9]([CH2:10][C@H:11]2[CH2:16][N:15]([S:33]([C:31]3[S:32][C:28]([N+:25]([O-:27])=[O:26])=[CH:29][CH:30]=3)(=[O:35])=[O:34])[CH2:14][CH2:13][NH:12]2)[CH2:8][CH2:7][NH:6][C:5]1=[O:17])[CH3:1]. The catalyst class is: 2. (6) Reactant: [OH-].[NH4+:2].[CH3:3][C:4]1[N:5]([C:13]2[CH:18]=[CH:17][CH:16]=[CH:15][C:14]=2[C:19]([F:22])([F:21])[F:20])[C:6]([CH3:12])=[CH:7][C:8]=1[C:9](Cl)=[O:10]. Product: [CH3:3][C:4]1[N:5]([C:13]2[CH:18]=[CH:17][CH:16]=[CH:15][C:14]=2[C:19]([F:22])([F:21])[F:20])[C:6]([CH3:12])=[CH:7][C:8]=1[C:9]([NH2:2])=[O:10]. The catalyst class is: 1. (7) Reactant: [CH:1]1[C:13]2[NH:12][C:11]3[C:6](=[CH:7][CH:8]=[CH:9][CH:10]=3)[C:5]=2[CH:4]=[CH:3][CH:2]=1.[H-].[Na+].[Cl:16][C:17]1[N:22]=[C:21](Cl)[N:20]=[C:19]([Cl:24])[N:18]=1. Product: [Cl:16][C:17]1[N:18]=[C:19]([Cl:24])[N:20]=[C:21]([N:12]2[C:11]3[CH:10]=[CH:9][CH:8]=[CH:7][C:6]=3[C:5]3[C:13]2=[CH:1][CH:2]=[CH:3][CH:4]=3)[N:22]=1. The catalyst class is: 3.